This data is from Full USPTO retrosynthesis dataset with 1.9M reactions from patents (1976-2016). The task is: Predict the reactants needed to synthesize the given product. (1) Given the product [NH:9]1[CH:10]=[CH:11][N:12]=[C:8]1[C:5]1[CH:6]=[CH:7][C:2]([CH3:1])=[C:3]([CH:4]=1)[NH2:13], predict the reactants needed to synthesize it. The reactants are: [CH3:1][C:2]1[CH:7]=[CH:6][C:5]([C:8]2[NH:9][CH:10]=[CH:11][N:12]=2)=[CH:4][C:3]=1[N+:13]([O-])=O. (2) The reactants are: [Cl:1][S:2]([OH:5])(=O)=[O:3].[F:6][C:7]1[CH:19]=[CH:18][C:10]([O:11][C:12]2[CH:17]=[CH:16][CH:15]=[CH:14][CH:13]=2)=[CH:9][CH:8]=1. Given the product [F:6][C:7]1[CH:19]=[CH:18][C:10]([O:11][C:12]2[CH:17]=[CH:16][CH:15]=[CH:14][C:13]=2[S:2]([Cl:1])(=[O:5])=[O:3])=[CH:9][CH:8]=1, predict the reactants needed to synthesize it. (3) Given the product [CH2:1]([O:8][C:9]1[C:10]([CH3:18])=[C:11]([CH2:12][OH:13])[CH:15]=[CH:16][CH:17]=1)[C:2]1[CH:3]=[CH:4][CH:5]=[CH:6][CH:7]=1, predict the reactants needed to synthesize it. The reactants are: [CH2:1]([O:8][C:9]1[C:10]([CH3:18])=[C:11]([CH:15]=[CH:16][CH:17]=1)[C:12](O)=[O:13])[C:2]1[CH:7]=[CH:6][CH:5]=[CH:4][CH:3]=1.B.C1COCC1.CO. (4) Given the product [O:31]=[C:25]1[CH:24]([N:17]2[CH2:16][C:15]3[C:19](=[CH:20][CH:21]=[CH:22][C:14]=3[CH2:13][N:12]([CH3:11])[C:40]([NH:39][C:35]3[CH:36]=[CH:37][CH:38]=[C:33]([F:32])[CH:34]=3)=[O:41])[C:18]2=[O:23])[CH2:29][CH2:28][C:27](=[O:30])[NH:26]1, predict the reactants needed to synthesize it. The reactants are: C(N(C(C)C)CC)(C)C.Cl.[CH3:11][NH:12][CH2:13][C:14]1[CH:22]=[CH:21][CH:20]=[C:19]2[C:15]=1[CH2:16][N:17]([CH:24]1[CH2:29][CH2:28][C:27](=[O:30])[NH:26][C:25]1=[O:31])[C:18]2=[O:23].[F:32][C:33]1[CH:34]=[C:35]([N:39]=[C:40]=[O:41])[CH:36]=[CH:37][CH:38]=1. (5) Given the product [CH3:21][S:22]([C:25]1[C:26]([CH3:27])=[N:1][C:2]2[C:3]([C:13]=1[C:15]1[CH:20]=[CH:19][CH:18]=[CH:17][CH:16]=1)=[CH:4][C:5]([O:8][C:9]([F:12])([F:11])[F:10])=[CH:6][CH:7]=2)(=[O:24])=[O:23], predict the reactants needed to synthesize it. The reactants are: [NH2:1][C:2]1[CH:7]=[CH:6][C:5]([O:8][C:9]([F:12])([F:11])[F:10])=[CH:4][C:3]=1[C:13]([C:15]1[CH:20]=[CH:19][CH:18]=[CH:17][CH:16]=1)=O.[CH3:21][S:22]([CH2:25][C:26](=O)[CH3:27])(=[O:24])=[O:23]. (6) Given the product [NH2:32][C:8]1[C:7]2[N:12]=[C:13]([CH2:20][O:21][CH2:22][CH3:23])[N:14]([CH2:15][C:16]([OH:18])([CH3:19])[CH3:17])[C:6]=2[C:5]2[CH:4]=[CH:3][C:2]([N:53]3[CH2:54][CH2:55][N:51]([CH2:49][CH3:50])[C:52]3=[O:56])=[CH:11][C:10]=2[N:9]=1, predict the reactants needed to synthesize it. The reactants are: Br[C:2]1[CH:3]=[CH:4][C:5]2[C:6]3[N:14]([CH2:15][C:16]([CH3:19])([OH:18])[CH3:17])[C:13]([CH2:20][O:21][CH2:22][CH3:23])=[N:12][C:7]=3[CH:8]=[N:9][C:10]=2[CH:11]=1.BrC1C=CC2C3N(CCCOC(C)C)C(COCC)=NC=3C=[N:32]C=2C=1.[CH2:49]([N:51]1[CH2:55][CH2:54][NH:53][C:52]1=[O:56])[CH3:50].N1CCCC1=O. (7) Given the product [C:1]([O:5][C@@H:6]([C:11]1[C:26]([CH3:27])=[CH:25][C:14]2[N:15]=[C:16]([C:18]3[CH:23]=[CH:22][N:21]=[C:20]([C:43]4[CH:44]=[C:45]5[C:50](=[CH:51][CH:52]=4)[N:49]=[C:48]([NH:53][C:54]([CH:56]4[CH2:57][CH2:58][CH2:59][CH2:60][CH2:61]4)=[O:55])[CH:47]=[CH:46]5)[N:19]=3)[S:17][C:13]=2[C:12]=1[C:28]1[CH:29]=[CH:30][C:31]([Cl:34])=[CH:32][CH:33]=1)[C:7]([O:9][CH3:10])=[O:8])([CH3:2])([CH3:3])[CH3:4], predict the reactants needed to synthesize it. The reactants are: [C:1]([O:5][C@@H:6]([C:11]1[C:26]([CH3:27])=[CH:25][C:14]2[N:15]=[C:16]([C:18]3[CH:23]=[CH:22][N:21]=[C:20](Cl)[N:19]=3)[S:17][C:13]=2[C:12]=1[C:28]1[CH:33]=[CH:32][C:31]([Cl:34])=[CH:30][CH:29]=1)[C:7]([O:9][CH3:10])=[O:8])([CH3:4])([CH3:3])[CH3:2].CC1(C)C(C)(C)OB([C:43]2[CH:44]=[C:45]3[C:50](=[CH:51][CH:52]=2)[N:49]=[C:48]([NH:53][C:54]([CH:56]2[CH2:61][CH2:60][CH2:59][CH2:58][CH2:57]2)=[O:55])[CH:47]=[CH:46]3)O1.C([O-])([O-])=O.[K+].[K+]. (8) Given the product [C:11]([C:10]1[CH:14]=[C:15]2[C:7](=[CH:8][CH:9]=1)[C:6](=[O:17])[O:16][CH2:19]2)([OH:13])=[O:12], predict the reactants needed to synthesize it. The reactants are: S(=O)(=O)(O)O.[C:6]([OH:17])(=[O:16])[C:7]1[CH:15]=[CH:14][C:10]([C:11]([OH:13])=[O:12])=[CH:9][CH:8]=1.O1COCO[CH2:19]1.[OH-].[Na+].Cl. (9) Given the product [CH3:10][C:11]1[CH:16]=[C:15]([CH3:17])[CH:14]=[C:13]([CH3:18])[C:12]=1[C:2]1[C:3](=[O:9])[CH2:4][CH2:5][C:6]=1[O:7][CH3:8], predict the reactants needed to synthesize it. The reactants are: Br[C:2]1[C:3](=[O:9])[CH2:4][CH2:5][C:6]=1[O:7][CH3:8].[CH3:10][C:11]1[CH:16]=[C:15]([CH3:17])[CH:14]=[C:13]([CH3:18])[C:12]=1B(O)O.P([O-])([O-])([O-])=O.[K+].[K+].[K+].